This data is from Forward reaction prediction with 1.9M reactions from USPTO patents (1976-2016). The task is: Predict the product of the given reaction. (1) Given the reactants [CH3:1][C:2]1([CH3:35])[C:6](=[O:7])[C:5]([C:8]2[CH:13]=[CH:12][C:11]([O:14][CH2:15][C:16]3[CH:25]=[CH:24][C:23]4[C:18](=[CH:19][CH:20]=[CH:21][CH:22]=4)[N:17]=3)=[CH:10][CH:9]=2)=[C:4]([C:26]2[CH:31]=[CH:30][C:29]([N+:32]([O-])=O)=[CH:28][CH:27]=2)[O:3]1.CC(O)=O, predict the reaction product. The product is: [NH2:32][C:29]1[CH:30]=[CH:31][C:26]([C:4]2[O:3][C:2]([CH3:1])([CH3:35])[C:6](=[O:7])[C:5]=2[C:8]2[CH:13]=[CH:12][C:11]([O:14][CH2:15][C:16]3[CH:25]=[CH:24][C:23]4[C:18](=[CH:19][CH:20]=[CH:21][CH:22]=4)[N:17]=3)=[CH:10][CH:9]=2)=[CH:27][CH:28]=1. (2) Given the reactants N(C(OC(C)(C)C)=O)=NC(OC(C)(C)C)=O.[CH3:17][O:18][C:19](=[O:31])[CH2:20][C@H:21]1[C:25]2[CH:26]=[CH:27][C:28]([OH:30])=[CH:29][C:24]=2[O:23][CH2:22]1.[Br:32][C:33]1[C:41]([C:42]#[N:43])=[CH:40][CH:39]=[C:38]2[C:34]=1[CH2:35][CH2:36][C@@H:37]2O.C(P(CCCC)CCCC)CCC, predict the reaction product. The product is: [CH3:17][O:18][C:19](=[O:31])[CH2:20][C@H:21]1[C:25]2[CH:26]=[CH:27][C:28]([O:30][C@H:37]3[C:38]4[C:34](=[C:33]([Br:32])[C:41]([C:42]#[N:43])=[CH:40][CH:39]=4)[CH2:35][CH2:36]3)=[CH:29][C:24]=2[O:23][CH2:22]1.